Dataset: Full USPTO retrosynthesis dataset with 1.9M reactions from patents (1976-2016). Task: Predict the reactants needed to synthesize the given product. (1) The reactants are: [Cl:1][C:2]1[CH:3]=[C:4]([CH:26]=[CH:27][C:28]=1[O:29][CH3:30])[CH2:5][NH:6][C:7]1[C:8]2[N:21]([CH3:22])[N:20]=[C:19]([CH2:23][CH2:24][CH3:25])[C:9]=2[N:10]=[C:11]([CH2:13][CH2:14][C:15]([O:17]C)=[O:16])[N:12]=1.[OH-].[Na+].Cl. Given the product [Cl:1][C:2]1[CH:3]=[C:4]([CH:26]=[CH:27][C:28]=1[O:29][CH3:30])[CH2:5][NH:6][C:7]1[C:8]2[N:21]([CH3:22])[N:20]=[C:19]([CH2:23][CH2:24][CH3:25])[C:9]=2[N:10]=[C:11]([CH2:13][CH2:14][C:15]([OH:17])=[O:16])[N:12]=1, predict the reactants needed to synthesize it. (2) Given the product [C:1]1([S:7]([N:10]2[C:14]3=[N:15][CH:16]=[CH:17][CH:18]=[C:13]3[CH:12]=[C:11]2/[C:19](/[C:48]2[CH:49]=[CH:50][C:45]([S:42]([CH3:41])(=[O:44])=[O:43])=[CH:46][CH:47]=2)=[CH:20]\[CH:21]2[CH2:29][CH2:28][C:23]3([O:24][CH2:25][CH2:26][O:27]3)[CH2:22]2)(=[O:9])=[O:8])[CH:2]=[CH:3][CH:4]=[CH:5][CH:6]=1, predict the reactants needed to synthesize it. The reactants are: [C:1]1([S:7]([N:10]2[C:14]3=[N:15][CH:16]=[CH:17][CH:18]=[C:13]3[CH:12]=[C:11]2[C:19](OS(C2C=CC(C)=CC=2)(=O)=O)=[CH:20][CH:21]2[CH2:29][CH2:28][C:23]3([O:27][CH2:26][CH2:25][O:24]3)[CH2:22]2)(=[O:9])=[O:8])[CH:6]=[CH:5][CH:4]=[CH:3][CH:2]=1.[CH3:41][S:42]([C:45]1[CH:50]=[CH:49][C:48](B(O)O)=[CH:47][CH:46]=1)(=[O:44])=[O:43].C(=O)([O-])[O-].[Na+].[Na+]. (3) Given the product [C:1]([O:4][CH:5]1[CH2:6][CH:13]2[CH2:14][CH:10]1[CH:11]=[CH:12]2)(=[O:8])[CH3:2], predict the reactants needed to synthesize it. The reactants are: [C:1]([O:4][C:5](=O)[CH3:6])(=O)[CH3:2].[OH2:8].N1[CH:14]=[CH:13][CH:12]=[CH:11][CH:10]=1.